This data is from Peptide-MHC class II binding affinity with 134,281 pairs from IEDB. The task is: Regression. Given a peptide amino acid sequence and an MHC pseudo amino acid sequence, predict their binding affinity value. This is MHC class II binding data. (1) The peptide sequence is DGQGKAVWGKNSCAK. The MHC is DRB1_0701 with pseudo-sequence DRB1_0701. The binding affinity (normalized) is 0.177. (2) The peptide sequence is SPPVVSFRETVLDKS. The MHC is DRB3_0202 with pseudo-sequence DRB3_0202. The binding affinity (normalized) is 0.521.